From a dataset of Reaction yield outcomes from USPTO patents with 853,638 reactions. Predict the reaction yield, written as a fraction of the theoretical maximum amount of product (1.0 means a 100% yield; for example, 0.34 means a 34% yield). The reactants are Cl[C:2]1[CH:7]=[C:6]([C:8]2[CH:13]=[CH:12][CH:11]=[C:10]([Cl:14])[CH:9]=2)[N:5]=[C:4]2[CH2:15][CH2:16][CH2:17][C:3]=12.[NH2:18][C:19]1[CH:24]=[CH:23][C:22]([CH2:25][C@H:26]([OH:28])[CH3:27])=[CH:21][CH:20]=1. No catalyst specified. The product is [Cl:14][C:10]1[CH:9]=[C:8]([C:6]2[N:5]=[C:4]3[CH2:15][CH2:16][CH2:17][C:3]3=[C:2]([NH:18][C:19]3[CH:20]=[CH:21][C:22]([CH2:25][C@H:26]([OH:28])[CH3:27])=[CH:23][CH:24]=3)[CH:7]=2)[CH:13]=[CH:12][CH:11]=1. The yield is 0.220.